This data is from Catalyst prediction with 721,799 reactions and 888 catalyst types from USPTO. The task is: Predict which catalyst facilitates the given reaction. Reactant: [OH:1][C@@:2]1([CH2:20][NH:21][C:22]2[CH:27]=[CH:26][CH:25]=[C:24]([O:28][CH2:29][C:30]3[CH:35]=[CH:34][CH:33]=[CH:32][CH:31]=3)[CH:23]=2)[CH2:7][CH2:6][CH2:5][C@H:4]([CH2:8][N:9]2[C:13]3[CH:14]=[C:15]([C:18]#[N:19])[CH:16]=[CH:17][C:12]=3[N:11]=[CH:10]2)[CH2:3]1.C1N=CN([C:41](N2C=NC=C2)=[O:42])C=1.C([O-])(O)=O.[Na+]. Product: [CH2:29]([O:28][C:24]1[CH:23]=[C:22]([N:21]2[CH2:20][C@@:2]3([CH2:7][CH2:6][CH2:5][C@H:4]([CH2:8][N:9]4[C:13]5[CH:14]=[C:15]([C:18]#[N:19])[CH:16]=[CH:17][C:12]=5[N:11]=[CH:10]4)[CH2:3]3)[O:1][C:41]2=[O:42])[CH:27]=[CH:26][CH:25]=1)[C:30]1[CH:31]=[CH:32][CH:33]=[CH:34][CH:35]=1. The catalyst class is: 258.